Dataset: Forward reaction prediction with 1.9M reactions from USPTO patents (1976-2016). Task: Predict the product of the given reaction. (1) Given the reactants C(OC(=O)[NH:7][C@@H:8]([C:13]1[CH:18]=[CH:17][C:16]([Cl:19])=[C:15]([O:20][C:21]2[CH:26]=[CH:25][CH:24]=[CH:23][CH:22]=2)[C:14]=1[F:27])[CH2:9][CH2:10][O:11][CH3:12])(C)(C)C, predict the reaction product. The product is: [ClH:19].[Cl:19][C:16]1[CH:17]=[CH:18][C:13]([C@H:8]([NH2:7])[CH2:9][CH2:10][O:11][CH3:12])=[C:14]([F:27])[C:15]=1[O:20][C:21]1[CH:26]=[CH:25][CH:24]=[CH:23][CH:22]=1. (2) Given the reactants [CH3:1][Li].[CH3:3][C:4]1[CH:5]([C:11]([O:13][CH3:14])=[O:12])[CH2:6][CH2:7][C:8](=[O:10])[CH:9]=1.[Cl-].[NH4+], predict the reaction product. The product is: [CH3:3][C:4]1([CH3:1])[CH2:9][C:8](=[O:10])[CH2:7][CH2:6][CH:5]1[C:11]([O:13][CH3:14])=[O:12]. (3) Given the reactants CON(C)[C:4](=[O:28])[C:5]1[CH:10]=[CH:9][CH:8]=[C:7]([C:11]2[CH:12]=[CH:13][C:14]3[O:18][C:17]([CH2:19][CH2:20][N:21]4[CH2:25][CH2:24][CH2:23][C@H:22]4[CH3:26])=[CH:16][C:15]=3[CH:27]=2)[CH:6]=1.C1([Mg]Br)CCCC1, predict the reaction product. The product is: [CH3:26][C@@H:22]1[CH2:23][CH2:24][CH2:25][N:21]1[CH2:20][CH2:19][C:17]1[O:18][C:14]2[CH:13]=[CH:12][C:11]([C:7]3[CH:6]=[C:5]([CH:10]=[CH:9][CH:8]=3)[CH:4]=[O:28])=[CH:27][C:15]=2[CH:16]=1. (4) Given the reactants [CH:1]1([C:5]2[O:9][C:8]([NH:10][C:11]3[CH:12]=[CH:13][C:14]([C:17]4[CH:22]=[CH:21][C:20]([C:23]56[CH2:30][CH2:29][C:26]([CH2:31][C:32]([O:34]C)=[O:33])([CH2:27][CH2:28]5)[O:25][CH2:24]6)=[CH:19][CH:18]=4)=[N:15][CH:16]=3)=[N:7][N:6]=2)[CH2:4][CH2:3][CH2:2]1.[OH-].[Na+], predict the reaction product. The product is: [CH:1]1([C:5]2[O:9][C:8]([NH:10][C:11]3[CH:12]=[CH:13][C:14]([C:17]4[CH:22]=[CH:21][C:20]([C:23]56[CH2:28][CH2:27][C:26]([CH2:31][C:32]([OH:34])=[O:33])([CH2:29][CH2:30]5)[O:25][CH2:24]6)=[CH:19][CH:18]=4)=[N:15][CH:16]=3)=[N:7][N:6]=2)[CH2:2][CH2:3][CH2:4]1. (5) Given the reactants [CH3:1][O:2][C:3]1[CH:4]=[C:5]([CH:7]=[CH:8][CH:9]=1)[NH2:6].ClCC#N.[CH3:14][C:15]([NH:17][CH2:18][CH2:19]C1C2C=C(OC)C=CC=2NC=1)=[O:16], predict the reaction product. The product is: [CH3:1][O:2][C:3]1[CH:4]=[C:5]([NH:6][CH2:19][CH2:18][NH:17][C:15](=[O:16])[CH3:14])[CH:7]=[CH:8][CH:9]=1. (6) Given the reactants [S:1]1[CH:5]=[CH:4][CH:3]=[C:2]1[C:6]1([C:10]2[N:14]3[CH2:15][CH2:16][CH2:17][CH2:18][CH2:19][CH2:20][C:13]3=[N:12][N:11]=2)[CH2:9][CH2:8][CH2:7]1.[Br:21]C1CC(=O)NC1=O, predict the reaction product. The product is: [Br:21][C:5]1[S:1][C:2]([C:6]2([C:10]3[N:14]4[CH2:15][CH2:16][CH2:17][CH2:18][CH2:19][CH2:20][C:13]4=[N:12][N:11]=3)[CH2:7][CH2:8][CH2:9]2)=[CH:3][CH:4]=1. (7) Given the reactants [OH:1][C@@H:2]([CH2:9][CH2:10][CH2:11][CH2:12][CH2:13][CH2:14][CH2:15][CH2:16][CH2:17][CH2:18][CH3:19])[CH2:3][C:4]([O:6][CH2:7][CH3:8])=[O:5].ClC[C:22]([O:24][CH2:25]OC)=C.C(N(CC)CC)C, predict the reaction product. The product is: [CH3:22][O:24][CH2:25][O:1][C@@H:2]([CH2:9][CH2:10][CH2:11][CH2:12][CH2:13][CH2:14][CH2:15][CH2:16][CH2:17][CH2:18][CH3:19])[CH2:3][C:4]([O:6][CH2:7][CH3:8])=[O:5]. (8) Given the reactants C1C([CH2:7][C:8]2[CH:13]=[CH:12][C:11]([N:14]=[C:15]=[O:16])=[CH:10][CH:9]=2)=CC=C(N=C=O)C=1.[N-:20]=[C:21]=[O:22].[N-]=C=O.CC1C(C)=C(C)C(C)=C(C)C=1C, predict the reaction product. The product is: [CH3:7][C:8]1[C:9](=[CH:10][C:11](=[CH:12][CH:13]=1)[N:14]=[C:15]=[O:16])[N:20]=[C:21]=[O:22]. (9) Given the reactants [Cl:1][C:2]1[C:7]([C:8]2[CH:13]=[CH:12][CH:11]=[C:10](C=O)[CH:9]=2)=[CH:6][C:5]([CH2:16][NH:17][C:18]([C:20]2[CH:25]=[C:24]([CH3:26])[CH:23]=[C:22]([C:27]([NH:29][CH2:30][C:31]3[C:32]([NH:44][CH:45]4[CH2:50][CH2:49][O:48][CH2:47][CH2:46]4)=[C:33]4[CH:41]=[N:40][N:39]([CH2:42][CH3:43])[C:34]4=[N:35][C:36]=3[CH2:37][CH3:38])=[O:28])[CH:21]=2)=[O:19])=[CH:4][CH:3]=1.[N:51]1([C:57](OC(C)(C)C)=O)[CH2:56][CH2:55][NH:54][CH2:53][CH2:52]1.C(O)(=O)C.C(O[BH-](OC(=O)C)OC(=O)C)(=O)C, predict the reaction product. The product is: [Cl:1][C:2]1[C:7]([C:8]2[CH:13]=[CH:12][CH:11]=[C:10]([CH2:57][N:51]3[CH2:52][CH2:53][NH:54][CH2:55][CH2:56]3)[CH:9]=2)=[CH:6][C:5]([CH2:16][NH:17][C:18]([C:20]2[CH:25]=[C:24]([CH3:26])[CH:23]=[C:22]([C:27]([NH:29][CH2:30][C:31]3[C:32]([NH:44][CH:45]4[CH2:50][CH2:49][O:48][CH2:47][CH2:46]4)=[C:33]4[CH:41]=[N:40][N:39]([CH2:42][CH3:43])[C:34]4=[N:35][C:36]=3[CH2:37][CH3:38])=[O:28])[CH:21]=2)=[O:19])=[CH:4][CH:3]=1.